From a dataset of Catalyst prediction with 721,799 reactions and 888 catalyst types from USPTO. Predict which catalyst facilitates the given reaction. (1) Reactant: Cl[C:2]1[O:3][C:4]([CH2:14][CH2:15][CH2:16][O:17][C:18]2[CH:23]=[CH:22][CH:21]=[CH:20][C:19]=2[O:24][CH3:25])=[C:5]([C:7]2[CH:12]=[CH:11][C:10]([Cl:13])=[CH:9][CH:8]=2)[N:6]=1.[OH:26][CH2:27][CH:28]1[CH2:33][CH2:32][CH2:31][NH:30][CH2:29]1.CC(=O)CC. Product: [Cl:13][C:10]1[CH:11]=[CH:12][C:7]([C:5]2[N:6]=[C:2]([N:30]3[CH2:31][CH2:32][CH2:33][CH:28]([CH2:27][OH:26])[CH2:29]3)[O:3][C:4]=2[CH2:14][CH2:15][CH2:16][O:17][C:18]2[CH:23]=[CH:22][CH:21]=[CH:20][C:19]=2[O:24][CH3:25])=[CH:8][CH:9]=1. The catalyst class is: 6. (2) Reactant: C(N(CC)CC)C.Cl.[NH2:9][C:10]1[C:19]([CH3:20])=[CH:18][C:13]([C:14]([O:16][CH3:17])=[O:15])=[C:12]([CH3:21])[CH:11]=1.[C:22](Cl)(=[O:24])[CH3:23].C(=O)([O-])O.[Na+]. Product: [C:22]([NH:9][C:10]1[C:19]([CH3:20])=[CH:18][C:13]([C:14]([O:16][CH3:17])=[O:15])=[C:12]([CH3:21])[CH:11]=1)(=[O:24])[CH3:23]. The catalyst class is: 4. (3) Reactant: [C:1](OC(=O)C)(=O)C.[Br:8][C:9]1[CH:14]=[CH:13][CH:12]=[C:11]([S:15]([CH2:18][C:19]2[CH:24]=[CH:23][C:22]([C:25]([F:34])([C:30]([F:33])([F:32])[F:31])[C:26]([F:29])([F:28])[F:27])=[CH:21][CH:20]=2)(=[O:17])=[O:16])[CH:10]=1.CN(C)CN(C)C.C([O-])(O)=O.[Na+].C([O-])([O-])=O.[K+].[K+]. Product: [Br:8][C:9]1[CH:14]=[CH:13][CH:12]=[C:11]([S:15]([C:18]([C:19]2[CH:20]=[CH:21][C:22]([C:25]([F:34])([C:26]([F:28])([F:29])[F:27])[C:30]([F:31])([F:32])[F:33])=[CH:23][CH:24]=2)=[CH2:1])(=[O:16])=[O:17])[CH:10]=1. The catalyst class is: 3. (4) Reactant: [N:1]1[CH:6]=[CH:5][C:4]([C:7]([OH:9])=O)=[N:3][CH:2]=1.CN(C(ON1N=NC2C=CC=NC1=2)=[N+](C)C)C.F[P-](F)(F)(F)(F)F.CCN(C(C)C)C(C)C.[NH2:43][C:44]1[CH:49]=[CH:48][C:47]([C:50]2[S:54][C:53]([C:55]([O:57][CH3:58])=[O:56])=[C:52]([N:59]([C:63]([C@H:65]3[CH2:70][CH2:69][C@H:68]([CH3:71])[CH2:67][CH2:66]3)=[O:64])[CH:60]([CH3:62])[CH3:61])[CH:51]=2)=[CH:46][CH:45]=1. Product: [CH3:71][C@H:68]1[CH2:69][CH2:70][C@H:65]([C:63]([N:59]([CH:60]([CH3:62])[CH3:61])[C:52]2[CH:51]=[C:50]([C:47]3[CH:48]=[CH:49][C:44]([NH:43][C:7]([C:4]4[CH:5]=[CH:6][N:1]=[CH:2][N:3]=4)=[O:9])=[CH:45][CH:46]=3)[S:54][C:53]=2[C:55]([O:57][CH3:58])=[O:56])=[O:64])[CH2:66][CH2:67]1. The catalyst class is: 3. (5) Reactant: [N+:1]([C:4]1[CH:5]=[N:6][CH:7]=[CH:8][C:9]=1[CH2:10][C:11]([O:13][CH3:14])=[O:12])([O-:3])=[O:2].[C:15](=O)([O-])[O-].[K+].[K+].C=O. Product: [N+:1]([C:4]1[CH:5]=[N:6][CH:7]=[CH:8][C:9]=1[C:10](=[CH2:15])[C:11]([O:13][CH3:14])=[O:12])([O-:3])=[O:2]. The catalyst class is: 572. (6) Reactant: [F:1][C:2]1([F:9])[CH2:7][CH2:6][CH:5]([NH2:8])[CH2:4][CH2:3]1.CCN(CC)CC.[Cl:17][CH2:18][CH2:19][CH2:20][C:21](Cl)=[O:22]. Product: [Cl:17][CH2:18][CH2:19][CH2:20][C:21]([NH:8][CH:5]1[CH2:6][CH2:7][C:2]([F:9])([F:1])[CH2:3][CH2:4]1)=[O:22]. The catalyst class is: 2.